This data is from Catalyst prediction with 721,799 reactions and 888 catalyst types from USPTO. The task is: Predict which catalyst facilitates the given reaction. (1) Reactant: [Li]C[CH2:3][CH2:4][CH3:5].[CH3:6]CCCCC.C(OC([N:19]([C:32]([O:34][C:35]([CH3:38])([CH3:37])[CH3:36])=[O:33])[C:20]1[C:25](Br)=[CH:24][C:23]([C:27]([F:30])([F:29])[F:28])=[C:22]([Cl:31])[CH:21]=1)=O)(C)(C)C.[Cl-].[NH4+].[C:41]([O:44]CC)(=[O:43])C. Product: [C:4]([O:44][C:41](=[O:43])[C:25]1[CH:24]=[C:23]([C:27]([F:30])([F:28])[F:29])[C:22]([Cl:31])=[CH:21][C:20]=1[NH:19][C:32]([O:34][C:35]([CH3:36])([CH3:37])[CH3:38])=[O:33])([CH3:3])([CH3:5])[CH3:6]. The catalyst class is: 1. (2) Reactant: [Si]([O:8][CH2:9][CH2:10][N:11]([C:16]1[C:17]([OH:36])=[CH:18][C:19]2[N:20]([N:22]=[C:23]([C:29]3[CH:34]=[CH:33][C:32]([F:35])=[CH:31][CH:30]=3)[C:24]=2[C:25]([O:27][CH3:28])=[O:26])[CH:21]=1)[S:12]([CH3:15])(=[O:14])=[O:13])(C(C)(C)C)(C)C. Product: [F:35][C:32]1[CH:33]=[CH:34][C:29]([C:23]2[C:24]([C:25]([O:27][CH3:28])=[O:26])=[C:19]3[CH:18]=[C:17]([OH:36])[C:16]([N:11]([CH2:10][CH2:9][OH:8])[S:12]([CH3:15])(=[O:14])=[O:13])=[CH:21][N:20]3[N:22]=2)=[CH:30][CH:31]=1. The catalyst class is: 153. (3) Reactant: [F:1][C:2]([F:24])([F:23])[C:3]1[CH:22]=[CH:21][C:6]([CH2:7][CH:8]2[CH2:13][CH2:12][N:11](C(OC(C)(C)C)=O)[CH2:10][CH2:9]2)=[CH:5][CH:4]=1.[ClH:25]. Product: [ClH:25].[F:24][C:2]([F:1])([F:23])[C:3]1[CH:4]=[CH:5][C:6]([CH2:7][CH:8]2[CH2:13][CH2:12][NH:11][CH2:10][CH2:9]2)=[CH:21][CH:22]=1. The catalyst class is: 12. (4) Reactant: [F:1][C:2]1[CH:3]=[C:4]([NH:9][C:10]2[CH:15]=[CH:14][CH:13]=[C:12]([O:16][CH3:17])[CH:11]=2)[C:5]([NH2:8])=[CH:6][CH:7]=1.C(OC([NH:25][C@@H:26]([CH3:30])[C:27](O)=O)=O)(C)(C)C.C1C=NC2N(O)N=NC=2C=1.CN(C)CCCN=C=NCC. Product: [F:1][C:2]1[CH:7]=[CH:6][C:5]2[N:8]=[C:27]([C@@H:26]([NH2:25])[CH3:30])[N:9]([C:10]3[CH:15]=[CH:14][CH:13]=[C:12]([O:16][CH3:17])[CH:11]=3)[C:4]=2[CH:3]=1. The catalyst class is: 2. (5) Reactant: [C:1]([O:5][C:6]([N:8]1[CH2:13][CH2:12][CH:11]([CH:14](O)[CH2:15][N:16]2[CH2:21][CH2:20][N:19]([C:22]3[CH:27]=[CH:26][C:25]([S:28]([CH3:31])(=[O:30])=[O:29])=[CH:24][CH:23]=3)[CH2:18][CH2:17]2)[CH2:10][CH2:9]1)=[O:7])([CH3:4])([CH3:3])[CH3:2].CCN(S(F)(F)[F:39])CC. Product: [C:1]([O:5][C:6]([N:8]1[CH2:13][CH2:12][CH:11]([CH:14]([F:39])[CH2:15][N:16]2[CH2:21][CH2:20][N:19]([C:22]3[CH:27]=[CH:26][C:25]([S:28]([CH3:31])(=[O:30])=[O:29])=[CH:24][CH:23]=3)[CH2:18][CH2:17]2)[CH2:10][CH2:9]1)=[O:7])([CH3:4])([CH3:3])[CH3:2]. The catalyst class is: 2. (6) Reactant: [CH2:1]([O:8][C:9]1[CH:14]=[CH:13][C:12]([CH2:15][C:16](Cl)=[N:17][OH:18])=[CH:11][CH:10]=1)[C:2]1[CH:7]=[CH:6][CH:5]=[CH:4][CH:3]=1.[C:20]([C:22]1[C:23]([NH2:29])=[N:24][C:25]([NH2:28])=[CH:26][CH:27]=1)#[CH:21].C(N(CC)CC)C. Product: [CH2:1]([O:8][C:9]1[CH:14]=[CH:13][C:12]([CH2:15][C:16]2[CH:21]=[C:20]([C:22]3[C:23]([NH2:29])=[N:24][C:25]([NH2:28])=[CH:26][CH:27]=3)[O:18][N:17]=2)=[CH:11][CH:10]=1)[C:2]1[CH:7]=[CH:6][CH:5]=[CH:4][CH:3]=1. The catalyst class is: 7.